The task is: Predict the product of the given reaction.. This data is from Forward reaction prediction with 1.9M reactions from USPTO patents (1976-2016). (1) Given the reactants [Cr:1]([O:5][Cr:6]([O-:9])(=[O:8])=[O:7])([O-:4])(=[O:3])=[O:2].[Cr](O[Cr]([O-])(=O)=O)([O-])(=O)=[O:11].[Na+:19].[Na+].[Cr]([O-])([O-])(=O)=O.[Na+].[Na+].S(=O)(=O)(O)O, predict the reaction product. The product is: [OH2:2].[OH2:11].[Cr:1]([O:5][Cr:6]([O-:9])(=[O:8])=[O:7])([O-:4])(=[O:3])=[O:2].[Na+:19].[Na+:19]. (2) Given the reactants [OH:1][C:2]1[CH:9]=[CH:8][C:7]([O:10][CH3:11])=[CH:6][C:3]=1[CH:4]=O.Cl[CH2:13][C:14]([O:16][CH2:17][CH3:18])=[O:15].C([O-])([O-])=O.[K+].[K+], predict the reaction product. The product is: [CH3:11][O:10][C:7]1[CH:8]=[CH:9][C:2]2[O:1][C:13]([C:14]([O:16][CH2:17][CH3:18])=[O:15])=[CH:4][C:3]=2[CH:6]=1. (3) The product is: [CH2:3]([S:4][C@H:11]1[NH:14][C:13](=[O:15])[C@H:12]1[NH:16][C:17]([C:18]1[CH:23]=[CH:22][CH:21]=[CH:20][CH:19]=1)([C:30]1[CH:31]=[CH:32][CH:33]=[CH:34][CH:35]=1)[C:24]1[CH:25]=[CH:26][CH:27]=[CH:28][CH:29]=1)[CH:2]([CH3:5])[CH3:1]. Given the reactants [CH3:1][CH:2]([CH3:5])[CH2:3][SH:4].O.CS([C@H:11]1[NH:14][C:13](=[O:15])[C@H:12]1[NH:16][C:17]([C:30]1[CH:35]=[CH:34][CH:33]=[CH:32][CH:31]=1)([C:24]1[CH:29]=[CH:28][CH:27]=[CH:26][CH:25]=1)[C:18]1[CH:23]=[CH:22][CH:21]=[CH:20][CH:19]=1)(=O)=O, predict the reaction product.